Dataset: Full USPTO retrosynthesis dataset with 1.9M reactions from patents (1976-2016). Task: Predict the reactants needed to synthesize the given product. The reactants are: Br[C:2]1[CH:7]=[CH:6][C:5](O)=[C:4](F)[CH:3]=1.O1CCCCC1O[C:17]1[CH:22]=[CH:21][C:20](OB(O)O)=[CH:19][CH:18]=1. Given the product [C:2]1([C:17]2[CH:22]=[CH:21][CH:20]=[CH:19][CH:18]=2)[CH:7]=[CH:6][CH:5]=[CH:4][CH:3]=1, predict the reactants needed to synthesize it.